Dataset: Forward reaction prediction with 1.9M reactions from USPTO patents (1976-2016). Task: Predict the product of the given reaction. (1) Given the reactants NC1C=CC(OC)=CN=1.Br[C:11]1[C:16]([O:17][CH2:18][CH2:19][CH3:20])=[CH:15][CH:14]=[C:13]([N+:21]([O-])=O)[N:12]=1, predict the reaction product. The product is: [NH2:21][C:13]1[CH:14]=[CH:15][C:16]([O:17][CH2:18][CH2:19][CH3:20])=[CH:11][N:12]=1. (2) Given the reactants [CH:1]([NH:14][C:15]([C:17]1[C:18]([OH:32])=[N:19][C:20]([CH2:23][O:24]CC2C=CC=CC=2)=[N:21][CH:22]=1)=[O:16])([C:8]1[CH:13]=[CH:12][CH:11]=[CH:10][CH:9]=1)[C:2]1[CH:7]=[CH:6][CH:5]=[CH:4][CH:3]=1.C([O-])=O.[NH4+], predict the reaction product. The product is: [CH:1]([NH:14][C:15]([C:17]1[C:18]([OH:32])=[N:19][C:20]([CH2:23][OH:24])=[N:21][CH:22]=1)=[O:16])([C:8]1[CH:9]=[CH:10][CH:11]=[CH:12][CH:13]=1)[C:2]1[CH:7]=[CH:6][CH:5]=[CH:4][CH:3]=1. (3) Given the reactants [NH2:1][C:2]1[CH:10]=[C:9]([O:11][CH3:12])[CH:8]=[C:7]([O:13][CH3:14])[C:3]=1[C:4]([NH2:6])=[O:5].[N:15]1[CH:20]=[CH:19][CH:18]=[C:17]([CH:21]=O)[CH:16]=1.COC1C=C(OC)C=C2C=1C(=O)NC(C1C=CC=CN=1)=N2, predict the reaction product. The product is: [CH3:14][O:13][C:7]1[CH:8]=[C:9]([O:11][CH3:12])[CH:10]=[C:2]2[C:3]=1[C:4](=[O:5])[NH:6][C:21]([C:17]1[CH:16]=[N:15][CH:20]=[CH:19][CH:18]=1)=[N:1]2. (4) Given the reactants [O:1]1CCC[CH2:2]1.Br[C:7]1[CH:21]=[CH:20][C:10]([CH2:11][O:12][C:13]2[CH:18]=[C:17]([CH3:19])[CH:16]=[CH:15][N:14]=2)=[CH:9][CH:8]=1.C([Li])CCC, predict the reaction product. The product is: [CH3:19][C:17]1[CH:16]=[CH:15][N:14]=[C:13]([O:12][CH2:11][C:10]2[CH:20]=[CH:21][C:7]([CH:2]=[O:1])=[CH:8][CH:9]=2)[CH:18]=1. (5) Given the reactants O([C:8]([NH:10][C:11]1[CH:20]=[CH:19][CH:18]=[C:17]2[C:12]=1[CH2:13][CH2:14][CH2:15][CH:16]2[C:21]1[N:22]=[CH:23][N:24](C(OC(C)(C)C)=O)[CH:25]=1)=[O:9])C1C=CC=CC=1.[NH:33]1[CH2:38][CH2:37][O:36][CH2:35][CH2:34]1, predict the reaction product. The product is: [NH:24]1[CH:25]=[C:21]([CH:16]2[CH2:15][CH2:14][CH2:13][C:12]3[C:11]([NH:10][C:8]([N:33]4[CH2:38][CH2:37][O:36][CH2:35][CH2:34]4)=[O:9])=[CH:20][CH:19]=[CH:18][C:17]2=3)[N:22]=[CH:23]1. (6) Given the reactants C([SiH](CC)CC)C.[CH3:8][O:9][C:10](=[O:40])[C:11]([C:13]1[C:21]2[C:16](=[CH:17][CH:18]=[CH:19][C:20]=2[Cl:22])[NH:15][C:14]=1[C:23]1[CH:28]=[CH:27][C:26]([Cl:29])=[C:25]([S:30](=[O:39])(=[O:38])[NH:31][CH:32]2[CH2:37][CH2:36][CH2:35][CH2:34][CH2:33]2)[CH:24]=1)=O, predict the reaction product. The product is: [CH3:8][O:9][C:10](=[O:40])[CH2:11][C:13]1[C:21]2[C:16](=[CH:17][CH:18]=[CH:19][C:20]=2[Cl:22])[NH:15][C:14]=1[C:23]1[CH:28]=[CH:27][C:26]([Cl:29])=[C:25]([S:30](=[O:38])(=[O:39])[NH:31][CH:32]2[CH2:37][CH2:36][CH2:35][CH2:34][CH2:33]2)[CH:24]=1. (7) Given the reactants [C:1]1([C:7]([CH2:13][S:14]([OH:17])(=[O:16])=[O:15])=[CH:8][S:9]([OH:12])(=[O:11])=[O:10])[CH:6]=[CH:5][CH:4]=[CH:3][CH:2]=1, predict the reaction product. The product is: [C:1]1([CH:7]([CH2:13][S:14]([OH:17])(=[O:16])=[O:15])[CH2:8][S:9]([OH:12])(=[O:11])=[O:10])[CH:6]=[CH:5][CH:4]=[CH:3][CH:2]=1. (8) Given the reactants Br[C:2]1[CH:7]=[CH:6][C:5]([Br:8])=[CH:4][CH:3]=1.CC(C)([O-])C.[Na+].[C:15]1([CH3:28])[CH:20]=[CH:19][CH:18]=[CH:17][C:16]=1[C:21]1[CH:22]=[C:23]([NH2:27])[CH:24]=[CH:25][CH:26]=1.O, predict the reaction product. The product is: [Br:8][C:5]1[CH:6]=[CH:7][C:2]([NH:27][C:23]2[CH:24]=[CH:25][CH:26]=[C:21]([C:16]3[CH:17]=[CH:18][CH:19]=[CH:20][C:15]=3[CH3:28])[CH:22]=2)=[CH:3][CH:4]=1. (9) Given the reactants [CH3:1][C:2]1([CH3:16])[C:6]([CH3:8])([CH3:7])[O:5][B:4]([C:9]2[CH:14]=[CH:13][C:12]([OH:15])=[CH:11][CH:10]=2)[O:3]1.[H-].[Na+].Cl[CH2:20][CH2:21][N:22]([CH3:24])[CH3:23], predict the reaction product. The product is: [CH3:23][N:22]([CH3:24])[CH2:21][CH2:20][O:15][C:12]1[CH:13]=[CH:14][C:9]([B:4]2[O:3][C:2]([CH3:16])([CH3:1])[C:6]([CH3:7])([CH3:8])[O:5]2)=[CH:10][CH:11]=1. (10) Given the reactants [CH2:1]([N:8]([CH2:18][C:19]1(O)[CH2:24][CH2:23][N:22](C(OC(C)(C)C)=O)[CH2:21][CH2:20]1)[CH2:9][CH:10]([OH:17])[C:11]1[CH:16]=[CH:15][CH:14]=[CH:13][CH:12]=1)[C:2]1[CH:7]=[CH:6][CH:5]=[CH:4][CH:3]=1, predict the reaction product. The product is: [CH2:1]([N:8]1[CH2:18][C:19]2([CH2:24][CH2:23][NH:22][CH2:21][CH2:20]2)[O:17][CH:10]([C:11]2[CH:16]=[CH:15][CH:14]=[CH:13][CH:12]=2)[CH2:9]1)[C:2]1[CH:3]=[CH:4][CH:5]=[CH:6][CH:7]=1.